From a dataset of Reaction yield outcomes from USPTO patents with 853,638 reactions. Predict the reaction yield, written as a fraction of the theoretical maximum amount of product (1.0 means a 100% yield; for example, 0.34 means a 34% yield). (1) The reactants are C[O:2][C:3]1[CH:8]=[CH:7][CH:6]=[CH:5][C:4]=1[N:9]1[CH2:14][CH2:13][C:12]2[O:15][C:16]([C:18]3[CH:23]=[CH:22][CH:21]=[CH:20][N:19]=3)=[N:17][C:11]=2[CH2:10]1.B(Br)(Br)Br.CO.O. The catalyst is C(Cl)Cl. The product is [N:19]1[CH:20]=[CH:21][CH:22]=[CH:23][C:18]=1[C:16]1[O:15][C:12]2[CH2:13][CH2:14][N:9]([C:4]3[CH:5]=[CH:6][CH:7]=[CH:8][C:3]=3[OH:2])[CH2:10][C:11]=2[N:17]=1. The yield is 0.910. (2) The reactants are [C:1]([CH2:3][C:4]([O:6][C:7]([CH3:10])([CH3:9])[CH3:8])=[O:5])#[N:2].[CH:11](OCC)(OCC)OCC.C(OC(=O)C)(=O)C.Cl.[CH3:29][O:30][C:31](=[O:41])[C:32]1[CH:37]=[CH:36][C:35]([CH2:38][NH:39][NH2:40])=[CH:34][CH:33]=1.CCN(C(C)C)C(C)C. The catalyst is C(O)C.C(OCC)(=O)C. The product is [C:7]([O:6][C:4]([C:3]1[CH:11]=[N:40][N:39]([CH2:38][C:35]2[CH:36]=[CH:37][C:32]([C:31]([O:30][CH3:29])=[O:41])=[CH:33][CH:34]=2)[C:1]=1[NH2:2])=[O:5])([CH3:10])([CH3:9])[CH3:8]. The yield is 0.430. (3) The reactants are C[O:2][C:3]([C:5]1([C:9]2[CH:14]=[CH:13][C:12]([NH:15][C:16]3[N:21]=[C:20]([NH:22][CH:23]4[CH2:28][CH:27]5[CH2:29][CH:24]4[CH2:25][CH2:26]5)[CH:19]=[C:18]([C:30]4[CH:35]=[CH:34][CH:33]=[CH:32][CH:31]=4)[N:17]=3)=[CH:11][CH:10]=2)[CH2:8][CH2:7][CH2:6]1)=[O:4].[OH-].[Na+]. The catalyst is CO.O. The product is [CH:24]12[CH2:29][CH:27]([CH2:26][CH2:25]1)[CH2:28][CH:23]2[NH:22][C:20]1[CH:19]=[C:18]([C:30]2[CH:31]=[CH:32][CH:33]=[CH:34][CH:35]=2)[N:17]=[C:16]([NH:15][C:12]2[CH:11]=[CH:10][C:9]([C:5]3([C:3]([OH:4])=[O:2])[CH2:8][CH2:7][CH2:6]3)=[CH:14][CH:13]=2)[N:21]=1. The yield is 0.870.